Dataset: Full USPTO retrosynthesis dataset with 1.9M reactions from patents (1976-2016). Task: Predict the reactants needed to synthesize the given product. (1) Given the product [Cl:1][C:2]1[CH:10]=[CH:9][C:8]([C:11]2[C:12]([C@@H:17]([NH:27][C:43](=[O:44])[C:42]([F:47])([F:46])[F:41])[CH2:18][C:19]3[CH:20]=[C:21]([F:26])[CH:22]=[C:23]([F:25])[CH:24]=3)=[N:13][CH:14]=[CH:15][CH:16]=2)=[C:7]2[C:3]=1[C:4]([NH:36][S:37]([CH3:40])(=[O:38])=[O:39])=[N:5][N:6]2[CH3:35], predict the reactants needed to synthesize it. The reactants are: [Cl:1][C:2]1[CH:10]=[CH:9][C:8]([C:11]2[C:12]([C@@H:17]([NH:27]C(=O)OC(C)(C)C)[CH2:18][C:19]3[CH:24]=[C:23]([F:25])[CH:22]=[C:21]([F:26])[CH:20]=3)=[N:13][CH:14]=[CH:15][CH:16]=2)=[C:7]2[C:3]=1[C:4]([NH:36][S:37]([CH3:40])(=[O:39])=[O:38])=[N:5][N:6]2[CH3:35].[F:41][C:42]([F:47])([F:46])[C:43](O)=[O:44].FC(F)(F)C(OC(=O)C(F)(F)F)=O. (2) Given the product [C:5]([C:4]1[C:3]([CH3:11])=[C:2]([C:20]2[CH:21]=[C:22]3[C:27](=[CH:28][CH:29]=2)[CH:26]=[C:25]([NH:30][C:31]([C:33]2[CH:37]=[CH:36][S:35][CH:34]=2)=[O:32])[CH:24]=[CH:23]3)[CH:10]=[CH:9][CH:8]=1)(=[O:6])[NH2:7], predict the reactants needed to synthesize it. The reactants are: Br[C:2]1[C:3]([CH3:11])=[C:4]([CH:8]=[CH:9][CH:10]=1)[C:5]([NH2:7])=[O:6].CC1(C)C(C)(C)OB([C:20]2[CH:21]=[C:22]3[C:27](=[CH:28][CH:29]=2)[CH:26]=[C:25]([NH:30][C:31]([C:33]2[CH:37]=[CH:36][S:35][CH:34]=2)=[O:32])[CH:24]=[CH:23]3)O1.C([O-])([O-])=O.[K+].[K+].O1CCOCC1. (3) Given the product [NH2:25][C:19]1([CH3:18])[CH2:24][CH2:23][CH2:22][N:21]([C:3]2[C:2]([Br:1])=[CH:7][N:6]=[C:5]3[NH:8][CH:9]=[C:10]([NH:11][C:12](=[O:16])[CH2:13][O:14][CH3:15])[C:4]=23)[CH2:20]1.[Br:1][C:2]1[C:3]([N:21]2[CH2:22][CH2:23][CH2:24][C:19]([NH:25][C:26](=[O:32])[O:27][C:28]([CH3:31])([CH3:30])[CH3:29])([CH3:18])[CH2:20]2)=[C:4]2[C:10]([NH:11][C:12](=[O:16])[CH2:13][O:14][CH3:15])=[CH:9][NH:8][C:5]2=[N:6][CH:7]=1, predict the reactants needed to synthesize it. The reactants are: [Br:1][C:2]1[C:3](F)=[C:4]2[C:10]([NH:11][C:12](=[O:16])[CH2:13][O:14][CH3:15])=[CH:9][NH:8][C:5]2=[N:6][CH:7]=1.[CH3:18][C:19]1([NH:25][C:26](=[O:32])[O:27][C:28]([CH3:31])([CH3:30])[CH3:29])[CH2:24][CH2:23][CH2:22][NH:21][CH2:20]1. (4) Given the product [CH2:14]([N:21]1[C:26]2[C:25](=[CH:30][CH:29]=[CH:28][N:27]=2)[C:5]([OH:7])=[C:4]([C:3]([O:11][CH2:12][CH3:13])=[O:10])[C:22]1=[O:23])[C:15]1[CH:16]=[CH:17][CH:18]=[CH:19][CH:20]=1, predict the reactants needed to synthesize it. The reactants are: [H-].[Na+].[C:3]([O:11][CH2:12][CH3:13])(=[O:10])[CH2:4][C:5]([O:7]CC)=O.[CH2:14]([N:21]1[C:26]2[N:27]=[CH:28][CH:29]=[CH:30][C:25]=2C(=O)[O:23][C:22]1=O)[C:15]1[CH:20]=[CH:19][CH:18]=[CH:17][CH:16]=1.